This data is from Full USPTO retrosynthesis dataset with 1.9M reactions from patents (1976-2016). The task is: Predict the reactants needed to synthesize the given product. Given the product [Cl:1][C:2]1[C:7]([Cl:8])=[C:6]([N+:9]([O-:11])=[O:10])[CH:5]=[CH:4][C:3]=1[S:12][CH2:13][C:14]1[CH:19]=[CH:18][N:17]=[C:16]([NH:20][C:33](=[O:34])[CH2:32][O:31][CH3:30])[CH:15]=1, predict the reactants needed to synthesize it. The reactants are: [Cl:1][C:2]1[C:7]([Cl:8])=[C:6]([N+:9]([O-:11])=[O:10])[CH:5]=[CH:4][C:3]=1[S:12][CH2:13][C:14]1[CH:19]=[CH:18][N:17]=[C:16]([NH2:20])[CH:15]=1.CCN(C(C)C)C(C)C.[CH3:30][O:31][CH2:32][C:33](Cl)=[O:34].N.